From a dataset of Forward reaction prediction with 1.9M reactions from USPTO patents (1976-2016). Predict the product of the given reaction. (1) The product is: [N:1]1[C:6]2=[N:7][N:8]3[CH:13]=[CH:12][CH:11]=[CH:10][C:9]3=[C:5]2[C:4]([NH:14][C:16]([NH:15][C:18]2[CH:19]=[CH:20][C:21]([C:24]([F:25])([F:26])[F:27])=[CH:22][CH:23]=2)=[O:17])=[N:3][CH:2]=1. Given the reactants [N:1]1[C:6]2=[N:7][N:8]3[CH:13]=[CH:12][CH:11]=[CH:10][C:9]3=[C:5]2[C:4]([NH2:14])=[N:3][CH:2]=1.[N:15]([C:18]1[CH:23]=[CH:22][C:21]([C:24]([F:27])([F:26])[F:25])=[CH:20][CH:19]=1)=[C:16]=[O:17], predict the reaction product. (2) Given the reactants [NH2:1][N:2]1[C:11](=[O:12])[C:10]2[C:5](=[CH:6][CH:7]=[CH:8][CH:9]=2)[N:4]=[C:3]1[C:13]1[CH:18]=[CH:17][CH:16]=[CH:15][CH:14]=1.[C:19]12([CH2:29][CH2:30][C:31](Cl)=[O:32])[CH2:28][CH:23]3[CH2:24][CH:25]([CH2:27][CH:21]([CH2:22]3)[CH2:20]1)[CH2:26]2, predict the reaction product. The product is: [C:19]12([CH2:29][CH2:30][C:31]([NH:1][N:2]3[C:11](=[O:12])[C:10]4[C:5](=[CH:6][CH:7]=[CH:8][CH:9]=4)[N:4]=[C:3]3[C:13]3[CH:18]=[CH:17][CH:16]=[CH:15][CH:14]=3)=[O:32])[CH2:26][CH:25]3[CH2:24][CH:23]([CH2:22][CH:21]([CH2:27]3)[CH2:20]1)[CH2:28]2. (3) Given the reactants [O:1]1[C:10]2[C:5](=[N:6][CH:7]=[CH:8][CH:9]=2)[CH:4]([N:11]([CH2:13][C:14]2[NH:18][C:17]3[CH:19]=[CH:20][CH:21]=[C:22]([N:23]4[CH2:28][CH2:27][N:26](C(OC(C)(C)C)=O)[CH2:25][CH2:24]4)[C:16]=3[N:15]=2)[CH3:12])[CH2:3][CH2:2]1.FC(F)(F)C(O)=O, predict the reaction product. The product is: [CH3:12][N:11]([CH2:13][C:14]1[NH:18][C:17]2[CH:19]=[CH:20][CH:21]=[C:22]([N:23]3[CH2:24][CH2:25][NH:26][CH2:27][CH2:28]3)[C:16]=2[N:15]=1)[CH:4]1[C:5]2=[N:6][CH:7]=[CH:8][CH:9]=[C:10]2[O:1][CH2:2][CH2:3]1. (4) Given the reactants [NH2:1][C:2]1[C:7]([C:8]#[N:9])=[C:6]([N:10]2[CH2:15][CH2:14][CH:13]([C:16]3[N:17]([CH2:29][CH2:30][NH:31][CH2:32]C4CC4)[CH:18]=[C:19]([C:21]4[CH:26]=[CH:25][C:24]([F:27])=[C:23]([CH3:28])[CH:22]=4)[N:20]=3)[CH2:12][CH2:11]2)[N:5]=[CH:4][N:3]=1.CN, predict the reaction product. The product is: [NH2:1][C:2]1[C:7]([C:8]#[N:9])=[C:6]([N:10]2[CH2:15][CH2:14][CH:13]([C:16]3[N:17]([CH2:29][CH2:30][NH:31][CH3:32])[CH:18]=[C:19]([C:21]4[CH:26]=[CH:25][C:24]([F:27])=[C:23]([CH3:28])[CH:22]=4)[N:20]=3)[CH2:12][CH2:11]2)[N:5]=[CH:4][N:3]=1.